This data is from Acute oral toxicity (LD50) regression data from Zhu et al.. The task is: Regression/Classification. Given a drug SMILES string, predict its toxicity properties. Task type varies by dataset: regression for continuous values (e.g., LD50, hERG inhibition percentage) or binary classification for toxic/non-toxic outcomes (e.g., AMES mutagenicity, cardiotoxicity, hepatotoxicity). Dataset: ld50_zhu. (1) The rat oral LD50 is 2.66, given as -log10 of the dose in mol/kg body weight (higher means more acutely toxic). The molecule is CCOP(=O)(OCC)Sc1c(Cl)c(Cl)c(Cl)c(Cl)c1Cl. (2) The molecule is O=C1C(Cl)=C(Cl)C(Cl)(Cl)C1(Cl)Cl. The rat oral LD50 is 3.21, given as -log10 of the dose in mol/kg body weight (higher means more acutely toxic). (3) The drug is NC(=O)C1c2ccccc2C=Cc2ccccc21. The rat oral LD50 is 2.12, given as -log10 of the dose in mol/kg body weight (higher means more acutely toxic). (4) The compound is O=C(c1ccc(Cl)cc1)c1ccccc1-c1ncc[nH]1. The rat oral LD50 is 2.67, given as -log10 of the dose in mol/kg body weight (higher means more acutely toxic). (5) The compound is C=COCCCl. The rat oral LD50 is 2.63, given as -log10 of the dose in mol/kg body weight (higher means more acutely toxic). (6) The drug is ClC1C(Cl)C(Cl)C(Cl)C(Cl)C1Cl. The rat oral LD50 is 3.58, given as -log10 of the dose in mol/kg body weight (higher means more acutely toxic). (7) The rat oral LD50 is 2.38, given as -log10 of the dose in mol/kg body weight (higher means more acutely toxic). The molecule is O=C(O)C(F)(F)C(F)(F)C(F)(F)C(F)(F)C(F)(F)C(F)F. (8) The drug is CCOP(=O)(OCC)SCc1nnc(SC(C)C)s1. The rat oral LD50 is 3.56, given as -log10 of the dose in mol/kg body weight (higher means more acutely toxic). (9) The drug is FC(F)(F)c1cccc(CNC2=NCCS2)c1. The rat oral LD50 is 3.72, given as -log10 of the dose in mol/kg body weight (higher means more acutely toxic). (10) The molecule is COc1ccc(OC)c(Cc2cnc3nc(N)nc(N)c3c2C)c1. The rat oral LD50 is 2.44, given as -log10 of the dose in mol/kg body weight (higher means more acutely toxic).